Dataset: Full USPTO retrosynthesis dataset with 1.9M reactions from patents (1976-2016). Task: Predict the reactants needed to synthesize the given product. (1) Given the product [OH:14][C:11]1[CH:12]=[CH:13][C:8]([N:5]2[CH2:6][CH2:7][CH:2]([OH:1])[CH2:3][CH2:4]2)=[CH:9][CH:10]=1, predict the reactants needed to synthesize it. The reactants are: [OH:1][CH:2]1[CH2:7][CH2:6][NH:5][CH2:4][CH2:3]1.[C:8]1(=O)[CH2:13][CH2:12][C:11](=[O:14])[CH2:10][CH2:9]1. (2) Given the product [OH:8][C:9]1[C:10]2[C:11]3[N:21]=[C:20]([C:22]4[CH:27]=[CH:26][CH:25]=[CH:24][CH:23]=4)[CH:19]=[C:18]([C:28]([O:30][CH3:31])=[O:29])[C:12]=3[NH:13][C:14]=2[CH:15]=[CH:16][CH:17]=1, predict the reactants needed to synthesize it. The reactants are: C([O:8][C:9]1[C:10]2[C:11]3[N:21]=[C:20]([C:22]4[CH:27]=[CH:26][CH:25]=[CH:24][CH:23]=4)[CH:19]=[C:18]([C:28]([O:30][CH3:31])=[O:29])[C:12]=3[NH:13][C:14]=2[CH:15]=[CH:16][CH:17]=1)C1C=CC=CC=1.C([O-])=O.[NH4+].